The task is: Predict the product of the given reaction.. This data is from Forward reaction prediction with 1.9M reactions from USPTO patents (1976-2016). (1) Given the reactants C([N:8]1[CH2:12][C@H:11]([C:13]2[CH:18]=[CH:17][C:16]([F:19])=[C:15]([F:20])[CH:14]=2)[C@@H:10]([C@@H:21]([O:23][C:24]2[CH:31]=[CH:30][C:27]([C:28]#[N:29])=[CH:26][N:25]=2)[CH3:22])[CH2:9]1)C1C=CC=CC=1.ClC(OC(Cl)C)=O.CCN(C(C)C)C(C)C, predict the reaction product. The product is: [F:20][C:15]1[CH:14]=[C:13]([C@H:11]2[CH2:12][NH:8][CH2:9][C@@H:10]2[C@@H:21]([O:23][C:24]2[CH:31]=[CH:30][C:27]([C:28]#[N:29])=[CH:26][N:25]=2)[CH3:22])[CH:18]=[CH:17][C:16]=1[F:19]. (2) Given the reactants C(OC([N:8]1[CH2:13][CH2:12][N:11]([C:14]2[CH:15]=[N:16][C:17]([NH:20][C:21]3[N:22]=[CH:23][C:24]4[C:30]([CH3:31])=[CH:29][C:28](=[O:32])[N:27]([CH:33]5[CH2:37][CH2:36][CH2:35][CH2:34]5)[C:25]=4[N:26]=3)=[CH:18][CH:19]=2)[CH2:10][CH2:9]1)=O)(C)(C)C.[Cl:38]CCl, predict the reaction product. The product is: [ClH:38].[CH:33]1([N:27]2[C:25]3[N:26]=[C:21]([NH:20][C:17]4[CH:18]=[CH:19][C:14]([N:11]5[CH2:10][CH2:9][NH:8][CH2:13][CH2:12]5)=[CH:15][N:16]=4)[N:22]=[CH:23][C:24]=3[C:30]([CH3:31])=[CH:29][C:28]2=[O:32])[CH2:37][CH2:36][CH2:35][CH2:34]1. (3) Given the reactants Br[CH2:2][C:3](=O)[CH2:4][C:5]1[CH:10]=[CH:9][C:8]([Cl:11])=[CH:7][CH:6]=1.[NH2:13][C:14]([NH2:16])=[S:15], predict the reaction product. The product is: [Cl:11][C:8]1[CH:9]=[CH:10][C:5]([CH2:4][C:3]2[N:13]=[C:14]([NH2:16])[S:15][CH:2]=2)=[CH:6][CH:7]=1. (4) Given the reactants [Cl:1][C:2]1[C:10]2[N:9]=[C:8]([NH:11][C:12]3[C:13]([CH3:19])=[N:14][N:15]([CH3:18])[C:16]=3[CH3:17])[N:7]([CH2:20][CH2:21][CH2:22][C:23](OCC)=[O:24])[C:6]=2[C:5]([CH:28]([CH2:31][CH3:32])[CH2:29][CH3:30])=[CH:4][CH:3]=1.[BH4-].[Li+].O, predict the reaction product. The product is: [Cl:1][C:2]1[C:10]2[N:9]=[C:8]([NH:11][C:12]3[C:13]([CH3:19])=[N:14][N:15]([CH3:18])[C:16]=3[CH3:17])[N:7]([CH2:20][CH2:21][CH2:22][CH2:23][OH:24])[C:6]=2[C:5]([CH:28]([CH2:31][CH3:32])[CH2:29][CH3:30])=[CH:4][CH:3]=1.